Dataset: Forward reaction prediction with 1.9M reactions from USPTO patents (1976-2016). Task: Predict the product of the given reaction. (1) Given the reactants [H-].[Al+3].[Li+].[H-].[H-].[H-].CON(C)[C:10]([CH:12]1[CH2:17][CH2:16][CH2:15][N:14]([C:18]([O:20][CH2:21][C:22]2[CH:27]=[CH:26][CH:25]=[CH:24][CH:23]=2)=[O:19])[CH2:13]1)=[O:11], predict the reaction product. The product is: [CH:10]([CH:12]1[CH2:17][CH2:16][CH2:15][N:14]([C:18]([O:20][CH2:21][C:22]2[CH:23]=[CH:24][CH:25]=[CH:26][CH:27]=2)=[O:19])[CH2:13]1)=[O:11]. (2) Given the reactants [O:1]=[CH:2][C@@H:3]([C@H:5]([C@@H:7]([C@@H:9]([CH2:11][OH:12])[OH:10])[OH:8])[OH:6])[OH:4].NC(OCC)=O.C[C@H]1[C@](O)(C(CO)=O)[C@]2(C)[C@H]([C@H]3[C@](F)([C@@H](O)C2)[C@]2(C)C(=CC(C=C2)=O)CC3)C1.[CH2:47]([OH:56])[CH:48]([O:51][P:52]([OH:55])([OH:54])=[O:53])[CH2:49][OH:50].O=C1O[C@H]([C@H](CO)O)C(O)=C1O, predict the reaction product. The product is: [O:1]=[C:2]1[O:8][C@H:7]([C@H:9]([CH2:11][OH:12])[OH:10])[C:5]([OH:6])=[C:3]1[OH:4].[CH2:47]([OH:56])[CH:48]([O:51][P:52]([OH:55])([OH:54])=[O:53])[CH2:49][OH:50].